The task is: Predict the product of the given reaction.. This data is from Forward reaction prediction with 1.9M reactions from USPTO patents (1976-2016). (1) Given the reactants C(C1C=NC2C(C(OC)=O)=C(OC)C(C3C=CC=C(F)C=3)=CC=2N=1)CCC.[F:28][C:29]1[CH:30]=[C:31]([C:35]2[C:36]([O:54]C)=[C:37]([C:50]([O:52]C)=[O:51])[C:38]3[N:39]=[CH:40][C:41]([C:45]4[S:46][CH:47]=[CH:48][N:49]=4)=[N:42][C:43]=3[CH:44]=2)[CH:32]=[CH:33][CH:34]=1.B(Br)(Br)Br.C(C1C=NC2C(C(O)=O)=C(O)C(C3C=CC=C(F)C=3)=CC=2N=1)CCC, predict the reaction product. The product is: [F:28][C:29]1[CH:30]=[C:31]([C:35]2[C:36]([OH:54])=[C:37]([C:50]([OH:52])=[O:51])[C:38]3[N:39]=[CH:40][C:41]([C:45]4[S:46][CH:47]=[CH:48][N:49]=4)=[N:42][C:43]=3[CH:44]=2)[CH:32]=[CH:33][CH:34]=1. (2) Given the reactants [F:1][C:2]1([F:17])[CH2:5][CH:4]([O:6][C:7]2[CH:12]=[CH:11][N:10]=[C:9]([CH2:13][C:14]([NH2:16])=[O:15])[CH:8]=2)[CH2:3]1.[C:18]([O:22][C:23]([C:25]1[N:26]=[N:27][N:28]([CH2:30][C@H:31]([F:55])[CH2:32][C:33]([C:48]2[N:49]=[N:50][C:51](I)=[CH:52][CH:53]=2)([C:41]([O:43][C:44]([CH3:47])([CH3:46])[CH3:45])=[O:42])[C:34]([O:36][C:37]([CH3:40])([CH3:39])[CH3:38])=[O:35])[CH:29]=1)=[O:24])([CH3:21])([CH3:20])[CH3:19].CC1(C)C2C(=C(P(C3C=CC=CC=3)C3C=CC=CC=3)C=CC=2)OC2C(P(C3C=CC=CC=3)C3C=CC=CC=3)=CC=CC1=2.C([O-])([O-])=O.[Cs+].[Cs+], predict the reaction product. The product is: [C:18]([O:22][C:23]([C:25]1[N:26]=[N:27][N:28]([CH2:30][C@H:31]([F:55])[CH2:32][C:33]([C:48]2[N:49]=[N:50][C:51]([NH:16][C:14](=[O:15])[CH2:13][C:9]3[CH:8]=[C:7]([O:6][CH:4]4[CH2:5][C:2]([F:1])([F:17])[CH2:3]4)[CH:12]=[CH:11][N:10]=3)=[CH:52][CH:53]=2)([C:34]([O:36][C:37]([CH3:39])([CH3:38])[CH3:40])=[O:35])[C:41]([O:43][C:44]([CH3:47])([CH3:46])[CH3:45])=[O:42])[CH:29]=1)=[O:24])([CH3:19])([CH3:20])[CH3:21]. (3) The product is: [Cl:1][C:2]1[N:7]=[C:6]([C:8]([O:10][CH2:11][CH3:12])=[O:9])[CH:5]=[CH:4][N:3]=1. Given the reactants [Cl:1][C:2]1[N:7]=[C:6]([C:8]([OH:10])=[O:9])[CH:5]=[CH:4][N:3]=1.[CH:11]1(N=C=NC2CCCCC2)CCCC[CH2:12]1.C(O)C, predict the reaction product.